Dataset: Forward reaction prediction with 1.9M reactions from USPTO patents (1976-2016). Task: Predict the product of the given reaction. (1) Given the reactants [Br:1][C:2]1[CH:3]=[C:4]([CH:7]=[CH:8][C:9]=1[O:10][CH2:11][CH:12]1[CH2:14][CH2:13]1)[CH:5]=[O:6].[BH4-].[Na+], predict the reaction product. The product is: [Br:1][C:2]1[CH:3]=[C:4]([CH2:5][OH:6])[CH:7]=[CH:8][C:9]=1[O:10][CH2:11][CH:12]1[CH2:14][CH2:13]1. (2) Given the reactants [Cl:1][C:2]1[N:10]=[C:9]2[C:5]([N:6]=[CH:7][NH:8]2)=[C:4]([NH2:11])[N:3]=1.C(=O)([O-])[O-].[K+].[K+].Br[CH2:19][C:20]1[CH:34]=[CH:33][C:23]([CH2:24][P:25](=[O:32])([O:29][CH2:30][CH3:31])[O:26][CH2:27][CH3:28])=[CH:22][CH:21]=1, predict the reaction product. The product is: [NH2:11][C:4]1[N:3]=[C:2]([Cl:1])[N:10]=[C:9]2[C:5]=1[N:6]=[CH:7][N:8]2[CH2:19][C:20]1[CH:34]=[CH:33][C:23]([CH2:24][P:25](=[O:32])([O:29][CH2:30][CH3:31])[O:26][CH2:27][CH3:28])=[CH:22][CH:21]=1. (3) Given the reactants [N:1]1[C:5]2[CH:6]=[CH:7][CH:8]=[N:9][C:4]=2[NH:3][CH:2]=1.Br[CH2:11][C:12]([O:14][CH2:15][C:16]1[CH:21]=[CH:20][CH:19]=[CH:18][CH:17]=1)=[O:13].C([O-])([O-])=O.[Cs+].[Cs+], predict the reaction product. The product is: [CH2:15]([O:14][C:12](=[O:13])[CH2:11][N:3]1[C:4]2=[N:9][CH:8]=[CH:7][CH:6]=[C:5]2[N:1]=[CH:2]1)[C:16]1[CH:21]=[CH:20][CH:19]=[CH:18][CH:17]=1.